Dataset: Full USPTO retrosynthesis dataset with 1.9M reactions from patents (1976-2016). Task: Predict the reactants needed to synthesize the given product. (1) Given the product [Cl:14][C:11]1[C:10]([F:15])=[C:9]2[C:8]([CH2:7][CH2:6][NH:5][C:4]2=[O:3])=[CH:13][CH:12]=1, predict the reactants needed to synthesize it. The reactants are: C([O:3][C:4](=O)[NH:5][CH2:6][CH2:7][C:8]1[CH:13]=[CH:12][C:11]([Cl:14])=[C:10]([F:15])[CH:9]=1)C.O=P12OP3(OP(OP(O3)(O1)=O)(=O)O2)=O. (2) Given the product [C:16]1([N:2]2[CH2:5][CH:4]([OH:6])[CH2:3]2)[CH:21]=[CH:20][CH:19]=[CH:18][CH:17]=1, predict the reactants needed to synthesize it. The reactants are: Cl.[NH:2]1[CH2:5][CH:4]([O:6]C(=O)C2C=CC=CC=2)[CH2:3]1.Br[C:16]1[CH:21]=[CH:20][CH:19]=[CH:18][CH:17]=1.CC1(C)C2C(=C(P(C3C=CC=CC=3)C3C=CC=CC=3)C=CC=2)OC2C(P(C3C=CC=CC=3)C3C=CC=CC=3)=CC=CC1=2.CC(C)([O-])C.[Na+].